This data is from Forward reaction prediction with 1.9M reactions from USPTO patents (1976-2016). The task is: Predict the product of the given reaction. Given the reactants [N+:1]([C:4]1[CH:9]=[C:8]([CH3:10])[CH:7]=[CH:6][C:5]=1[OH:11])([O-:3])=[O:2].[N:12]1([CH2:15][CH2:16]O)[CH2:14][CH2:13]1.C1(P(C2C=CC=CC=2)C2C=CC=CC=2)C=CC=CC=1.CC(OC(/N=N/C(OC(C)C)=O)=O)C, predict the reaction product. The product is: [CH3:10][C:8]1[CH:7]=[CH:6][C:5]([O:11][CH2:16][CH2:15][N:12]2[CH2:14][CH2:13]2)=[C:4]([N+:1]([O-:3])=[O:2])[CH:9]=1.